From a dataset of Peptide-MHC class II binding affinity with 134,281 pairs from IEDB. Regression. Given a peptide amino acid sequence and an MHC pseudo amino acid sequence, predict their binding affinity value. This is MHC class II binding data. (1) The peptide sequence is EGHHLASAAIFGHDG. The binding affinity (normalized) is 0.103. The MHC is HLA-DPA10103-DPB10301 with pseudo-sequence HLA-DPA10103-DPB10301. (2) The binding affinity (normalized) is 0. The peptide sequence is NTSYRLISCNTSVI. The MHC is HLA-DQA10301-DQB10302 with pseudo-sequence HLA-DQA10301-DQB10302.